Dataset: Experimentally validated miRNA-target interactions with 360,000+ pairs, plus equal number of negative samples. Task: Binary Classification. Given a miRNA mature sequence and a target amino acid sequence, predict their likelihood of interaction. The miRNA is mmu-miR-873a-5p with sequence GCAGGAACUUGUGAGUCUCCU. The protein sequence of the target gene is MEEQDARVPALEPFRVEQAPPVIYYVPDFISKEEEEYLLRQVFNAPKPKWTQLSGRKLQNWGGLPHPRGMVPERLPPWLQRYVDKVSNLSLFGGLPANHVLVNQYLPGEGIMPHEDGPLYYPTVSTISLGSHTVLDFYEPRRPEDDDPTEQPRPPPRPTTSLLLEPRSLLVLRGPAYTRLLHGIAAARVDALDAASSPPNAAACPSARPGACLVRGTRVSLTIRRVPRVLRAGLLLGK. Result: 0 (no interaction).